From a dataset of Retrosynthesis with 50K atom-mapped reactions and 10 reaction types from USPTO. Predict the reactants needed to synthesize the given product. (1) Given the product COC(=O)c1ccc(SCC(=O)O)nc1N, predict the reactants needed to synthesize it. The reactants are: COC(=O)c1ccc(SCC(=O)OC(C)(C)C)nc1N. (2) The reactants are: C[Si](C)(C)CCOCn1nc(CCc2ccncc2)c2ccc(C=O)cc21.O=C1Cc2ccccc2N1. Given the product C[Si](C)(C)CCOCn1nc(CCc2ccncc2)c2ccc(C=C3C(=O)Nc4ccccc43)cc21, predict the reactants needed to synthesize it. (3) The reactants are: CC(C)(C)OC(=O)CN.CCOC(=O)C1=C(O)c2ccccc2C2(CCOCC2)C1=O. Given the product CC(C)(C)OC(=O)CNC(=O)C1=C(O)c2ccccc2C2(CCOCC2)C1=O, predict the reactants needed to synthesize it. (4) The reactants are: COc1ccc(-c2nn(N)c(=O)c3ccccc23)cc1.O=C(Cl)Cc1cc(F)cc(F)c1. Given the product COc1ccc(-c2nn(NC(=O)Cc3cc(F)cc(F)c3)c(=O)c3ccccc23)cc1, predict the reactants needed to synthesize it. (5) Given the product Cc1ccc(-n2ccc(NC(=O)c3cc(N4CCCCC4)ccc3N)n2)cc1C, predict the reactants needed to synthesize it. The reactants are: Cc1ccc(-n2ccc(NC(=O)c3cc(N4CCCCC4)ccc3[N+](=O)[O-])n2)cc1C.